Task: Predict the reaction yield, written as a fraction of the theoretical maximum amount of product (1.0 means a 100% yield; for example, 0.34 means a 34% yield).. Dataset: Reaction yield outcomes from USPTO patents with 853,638 reactions (1) The reactants are [CH3:1][O:2][C:3]1[C:8]([O:9][CH3:10])=[CH:7][CH:6]=[CH:5][C:4]=1[OH:11].F[C:13]1[CH:18]=[CH:17][C:16]([F:19])=[C:15](F)[C:14]=1[N+:21]([O-:23])=[O:22].[CH3:24][O:25]C1C=CC=CC=1OC1C=C([F:36])C(F)=CC=1N.[CH3:42][O:43][C:44]1[C:59]([O:60][CH3:61])=[CH:58][CH:57]=[CH:56][C:45]=1[O:46][C:47]1[CH:53]=[C:52]([F:54])[C:51]([F:55])=[CH:50][C:48]=1[NH2:49].[NH2:62][C:63]1[S:64][CH:65]=[CH:66][N:67]=1. No catalyst specified. The product is [F:36][C:17]1[C:16]([F:19])=[CH:15][C:14]([N+:21]([O-:23])=[O:22])=[C:13]([O:11][C:4]2[CH:5]=[CH:6][CH:7]=[C:8]([O:9][CH3:10])[C:3]=2[O:2][CH3:1])[CH:18]=1.[F:54][C:52]1[C:51]([F:55])=[CH:50][C:48]([NH:49][C:24]([NH:62][C:63]2[S:64][CH:65]=[CH:66][N:67]=2)=[O:25])=[C:47]([O:46][C:45]2[CH:56]=[CH:57][CH:58]=[C:59]([O:60][CH3:61])[C:44]=2[O:43][CH3:42])[CH:53]=1. The yield is 0.903. (2) The reactants are [CH3:1][N:2]([C:10]1[CH:11]=[N:12][N:13]([C:15]2[CH:16]=[N:17][CH:18]=[CH:19][CH:20]=2)[CH:14]=1)[C:3](=[O:9])[O:4][C:5]([CH3:8])([CH3:7])[CH3:6].[Br:21]N1C(=O)CCC1=O. The catalyst is ClC(Cl)C. The product is [Br:21][C:14]1[N:13]([C:15]2[CH:16]=[N:17][CH:18]=[CH:19][CH:20]=2)[N:12]=[CH:11][C:10]=1[N:2]([CH3:1])[C:3](=[O:9])[O:4][C:5]([CH3:8])([CH3:6])[CH3:7]. The yield is 0.990.